Dataset: Reaction yield outcomes from USPTO patents with 853,638 reactions. Task: Predict the reaction yield, written as a fraction of the theoretical maximum amount of product (1.0 means a 100% yield; for example, 0.34 means a 34% yield). (1) The reactants are [CH3:1][C:2]1([C:21]([OH:23])=O)[CH2:17][C:10]2([N+:18]([O-:20])=[O:19])[C:11]3[C:16]([CH:3]1[C:4]1[C:9]2=[CH:8][CH:7]=[CH:6][CH:5]=1)=[CH:15][CH:14]=[CH:13][CH:12]=3.ON1C2C=CC=CC=2N=N1.C(N(C(C)C)C(C)C)C.CCN=C=NCCCN(C)C.[Br:54][C:55]1[CH:60]=[CH:59][C:58]([C:61]([C:64]2[NH:68][N:67]=[C:66]([NH2:69])[N:65]=2)([CH3:63])[CH3:62])=[CH:57][CH:56]=1. The catalyst is C(#N)C. The product is [Br:54][C:55]1[CH:60]=[CH:59][C:58]([C:61]([C:64]2[N:65]=[C:66]([NH2:69])[N:67]([C:21]([C:2]3([CH3:1])[CH2:17][C:10]4([N+:18]([O-:20])=[O:19])[C:9]5[C:4]([CH:3]3[C:16]3[C:11]4=[CH:12][CH:13]=[CH:14][CH:15]=3)=[CH:5][CH:6]=[CH:7][CH:8]=5)=[O:23])[N:68]=2)([CH3:63])[CH3:62])=[CH:57][CH:56]=1. The yield is 0.930. (2) The reactants are CO[CH2:3][N:4]([CH2:10][C:11]1[CH:16]=[CH:15][CH:14]=[CH:13][CH:12]=1)[CH2:5][Si](C)(C)C.[CH2:17]([O:19][C:20](=[O:31])/[CH:21]=[CH:22]/[C:23]1[CH:28]=[CH:27][C:26]([Cl:29])=[C:25]([Cl:30])[CH:24]=1)[CH3:18].FC(F)(F)C(O)=O. The catalyst is C(Cl)Cl. The product is [CH2:17]([O:19][C:20]([CH:21]1[CH:22]([C:23]2[CH:28]=[CH:27][C:26]([Cl:29])=[C:25]([Cl:30])[CH:24]=2)[CH2:3][N:4]([CH2:10][C:11]2[CH:12]=[CH:13][CH:14]=[CH:15][CH:16]=2)[CH2:5]1)=[O:31])[CH3:18]. The yield is 0.660.